Predict the reactants needed to synthesize the given product. From a dataset of Full USPTO retrosynthesis dataset with 1.9M reactions from patents (1976-2016). (1) Given the product [CH3:38][C:39]1[C:48]2[C:43](=[CH:44][CH:45]=[CH:46][CH:47]=2)[C:42]([CH3:49])=[CH:41][C:40]=1[C:16]1[CH:21]=[CH:20][C:19]([O:22][CH2:23][CH2:24][CH:25]([CH3:32])[CH2:26][CH2:27][CH2:28][CH:29]([CH3:31])[CH3:30])=[CH:18][CH:17]=1, predict the reactants needed to synthesize it. The reactants are: C(OC(C1C2C(=CC([C:16]3[CH:21]=[CH:20][C:19]([O:22][CH2:23][CH2:24][CH:25]([CH3:32])[CH2:26][CH2:27][CH2:28][CH:29]([CH3:31])[CH3:30])=[CH:18][CH:17]=3)=CC=2)C(C(OCC)=O)=CC=1)=O)C.[CH3:38][C:39]1[C:48]2[C:43](=[CH:44][CH:45]=[CH:46][CH:47]=2)[C:42]([CH3:49])=[CH:41][C:40]=1Br. (2) Given the product [Br:1][C:2]1[C:3]([O:11][CH3:10])=[N:4][C:5]([Cl:8])=[N:6][CH:7]=1, predict the reactants needed to synthesize it. The reactants are: [Br:1][C:2]1[C:3](Cl)=[N:4][C:5]([Cl:8])=[N:6][CH:7]=1.[CH3:10][O-:11].[Na+]. (3) Given the product [Cl:1][C:2]1[CH:10]=[C:9]([CH:11]([O:14][CH2:15][C:16]2([C:29]3[CH:34]=[CH:33][C:32]([F:35])=[CH:31][CH:30]=3)[CH2:21][CH2:20][N:19]([C:22]([O:24][C:25]([CH3:26])([CH3:27])[CH3:28])=[O:23])[CH2:18][CH2:17]2)[CH2:12][CH2:13][OH:44])[C:8]2[C:4](=[CH:5][N:6]([CH2:36][O:37][CH2:38][CH2:39][Si:40]([CH3:43])([CH3:42])[CH3:41])[N:7]=2)[CH:3]=1, predict the reactants needed to synthesize it. The reactants are: [Cl:1][C:2]1[CH:10]=[C:9]([CH:11]([O:14][CH2:15][C:16]2([C:29]3[CH:34]=[CH:33][C:32]([F:35])=[CH:31][CH:30]=3)[CH2:21][CH2:20][N:19]([C:22]([O:24][C:25]([CH3:28])([CH3:27])[CH3:26])=[O:23])[CH2:18][CH2:17]2)[CH:12]=[CH2:13])[C:8]2[C:4](=[CH:5][N:6]([CH2:36][O:37][CH2:38][CH2:39][Si:40]([CH3:43])([CH3:42])[CH3:41])[N:7]=2)[CH:3]=1.[O:44]1CCCC1.B.C1COCC1.OO.[OH-].[Na+].